From a dataset of Full USPTO retrosynthesis dataset with 1.9M reactions from patents (1976-2016). Predict the reactants needed to synthesize the given product. (1) Given the product [O:1]([CH2:19][CH2:20][C:21]1([CH2:27][CH2:28][C:29]([CH2:43][CH2:42][CH2:41][CH:40]=[CH2:39])([C:34]([O:36][CH3:37])=[O:35])[C:30]([O:32][CH3:33])=[O:31])[CH2:26][CH2:25][CH2:24][CH2:23][CH2:22]1)[Si:2]([C:15]([CH3:18])([CH3:17])[CH3:16])([C:9]1[CH:14]=[CH:13][CH:12]=[CH:11][CH:10]=1)[C:3]1[CH:4]=[CH:5][CH:6]=[CH:7][CH:8]=1, predict the reactants needed to synthesize it. The reactants are: [O:1]([CH2:19][CH2:20][C:21]1([CH2:27][CH2:28][CH:29]([C:34]([O:36][CH3:37])=[O:35])[C:30]([O:32][CH3:33])=[O:31])[CH2:26][CH2:25][CH2:24][CH2:23][CH2:22]1)[Si:2]([C:15]([CH3:18])([CH3:17])[CH3:16])([C:9]1[CH:14]=[CH:13][CH:12]=[CH:11][CH:10]=1)[C:3]1[CH:8]=[CH:7][CH:6]=[CH:5][CH:4]=1.Br[CH2:39][CH2:40][CH2:41][CH:42]=[CH2:43].CC(C)([O-])C.[K+].Cl. (2) The reactants are: Br[C:2]1[CH:27]=[CH:26][C:5]([CH2:6][O:7][CH2:8][C@@H:9]2[CH2:11][C@@H:10]2[CH:12]2[CH2:17][CH2:16][N:15]([C:18]3[N:23]=[CH:22][C:21]([CH2:24][CH3:25])=[CH:20][N:19]=3)[CH2:14][CH2:13]2)=[CH:4][CH:3]=1.[NH:28]1[CH:32]=[CH:31][N:30]=[N:29]1.CC([O-])(C)C.[Na+].CNCCNC. Given the product [CH2:24]([C:21]1[CH:20]=[N:19][C:18]([N:15]2[CH2:16][CH2:17][CH:12]([C@H:10]3[CH2:11][C@H:9]3[CH2:8][O:7][CH2:6][C:5]3[CH:26]=[CH:27][C:2]([N:28]4[CH:32]=[CH:31][N:30]=[N:29]4)=[CH:3][CH:4]=3)[CH2:13][CH2:14]2)=[N:23][CH:22]=1)[CH3:25], predict the reactants needed to synthesize it. (3) Given the product [Cl:27][C:25]1[C:24]([O:1][CH2:2][C:3]2([C:13]#[N:14])[CH:4]3[CH2:12][CH:8]4[CH2:7][CH:6]([CH2:11][CH:10]2[CH2:9]4)[CH2:5]3)=[CH:23][C:22]([F:29])=[C:21]([CH:26]=1)[C:20]([O:19][C:15]([CH3:16])([CH3:17])[CH3:18])=[O:30], predict the reactants needed to synthesize it. The reactants are: [OH:1][CH2:2][C:3]1([C:13]#[N:14])[CH:10]2[CH2:11][CH:6]3[CH2:7][CH:8]([CH2:12][CH:4]1[CH2:5]3)[CH2:9]2.[C:15]([O:19][C:20](=[O:30])[C:21]1[CH:26]=[C:25]([Cl:27])[C:24](F)=[CH:23][C:22]=1[F:29])([CH3:18])([CH3:17])[CH3:16].CC(C)([O-])C.[K+]. (4) Given the product [CH3:21][N:17]([CH2:18][CH2:19][NH:20][CH3:22])[C:9](=[O:10])[O:11][C:12]([CH3:13])([CH3:14])[CH3:15], predict the reactants needed to synthesize it. The reactants are: [C:9](O[C:9]([O:11][C:12]([CH3:15])([CH3:14])[CH3:13])=[O:10])([O:11][C:12]([CH3:15])([CH3:14])[CH3:13])=[O:10].C[N:17]([CH3:21])[CH2:18][CH2:19][NH2:20].[CH2:22](Cl)Cl. (5) Given the product [CH3:1][O:2][C:3](=[O:27])[CH2:4][C@H:5]1[C:9]2[CH:10]=[CH:11][C:12]([O:14][C@H:15]3[C:23]4[C:18](=[C:19]([CH2:34][C:33]5[CH:36]=[CH:37][C:30]([S:29][CH3:28])=[CH:31][CH:32]=5)[C:20]([C:24]#[N:25])=[CH:21][CH:22]=4)[CH2:17][CH2:16]3)=[CH:13][C:8]=2[O:7][CH2:6]1, predict the reactants needed to synthesize it. The reactants are: [CH3:1][O:2][C:3](=[O:27])[CH2:4][C@H:5]1[C:9]2[CH:10]=[CH:11][C:12]([O:14][C@H:15]3[C:23]4[C:18](=[C:19](Br)[C:20]([C:24]#[N:25])=[CH:21][CH:22]=4)[CH2:17][CH2:16]3)=[CH:13][C:8]=2[O:7][CH2:6]1.[CH3:28][S:29][C:30]1[CH:37]=[CH:36][C:33]([CH2:34]Br)=[CH:32][CH:31]=1. (6) Given the product [N:11]1([C:14]2[CH:15]=[C:16]3[C:21](=[CH:22][CH:23]=2)[CH:20]=[C:19]([C:24](=[C:25]([C:26]#[N:27])[C:28]#[N:29])[CH3:30])[CH:18]=[CH:17]3)[CH2:12][CH2:13][NH:8][CH2:9][CH2:10]1, predict the reactants needed to synthesize it. The reactants are: C(OC([N:8]1[CH2:13][CH2:12][N:11]([C:14]2[CH:23]=[CH:22][C:21]3[C:16](=[CH:17][CH:18]=[C:19]([C:24]([CH3:30])=[C:25]([C:28]#[N:29])[C:26]#[N:27])[CH:20]=3)[CH:15]=2)[CH2:10][CH2:9]1)=O)(C)(C)C.FC(F)(F)C(O)=O.